From a dataset of Full USPTO retrosynthesis dataset with 1.9M reactions from patents (1976-2016). Predict the reactants needed to synthesize the given product. (1) Given the product [F:14][C:11]1[CH:12]=[CH:13][C:8]([C:6]2[O:7][C:1]([CH3:2])=[N:4][C:5]=2[C:15]2[CH:20]=[CH:19][N:18]=[CH:17][CH:16]=2)=[CH:9][CH:10]=1, predict the reactants needed to synthesize it. The reactants are: [C:1]([NH:4][CH:5]([C:15]1[CH:20]=[CH:19][N:18]=[CH:17][CH:16]=1)[C:6]([C:8]1[CH:13]=[CH:12][C:11]([F:14])=[CH:10][CH:9]=1)=[O:7])(=O)[CH3:2].FC1C=CC(C(=NO)CC2C=CN=CC=2)=CC=1.C(OC(=O)C)(=O)C. (2) Given the product [Br:6][C:7]1[CH:18]=[CH:17][C:10]2[CH:11]=[CH:12][S:13][C:9]=2[CH:8]=1, predict the reactants needed to synthesize it. The reactants are: CN(C=O)C.[Br:6][C:7]1[CH:18]=[CH:17][C:10]2[CH:11]=[C:12](C(O)=O)[S:13][C:9]=2[CH:8]=1.C1CCN2C(=NCCC2)CC1. (3) Given the product [NH2:20][N:1]1[CH:6]=[CH:5][CH:4]=[CH:3][C:2]1=[NH2+:7].[CH3:15][C:10]1[CH:11]=[C:12]([CH3:14])[CH:13]=[C:8]([CH3:21])[C:9]=1[S:16]([O-:19])(=[O:18])=[O:17], predict the reactants needed to synthesize it. The reactants are: [N:1]1[CH:6]=[CH:5][CH:4]=[CH:3][C:2]=1[NH2:7].[C:8]1([CH3:21])[CH:13]=[C:12]([CH3:14])[CH:11]=[C:10]([CH3:15])[C:9]=1[S:16]([O:19][NH2:20])(=[O:18])=[O:17].